This data is from Retrosynthesis with 50K atom-mapped reactions and 10 reaction types from USPTO. The task is: Predict the reactants needed to synthesize the given product. (1) Given the product COc1c(Br)cccc1Br, predict the reactants needed to synthesize it. The reactants are: CI.Oc1c(Br)cccc1Br. (2) Given the product O=C1CCCN1c1ccc(F)c(Br)c1F, predict the reactants needed to synthesize it. The reactants are: Fc1ccc(Br)c(F)c1Br.O=C1CCCN1. (3) Given the product CCCN1C(=O)C(C)(C)c2cc(C)c(-c3cc(C=O)ccc3OC(F)(F)F)cc21, predict the reactants needed to synthesize it. The reactants are: CCCI.Cc1cc2c(cc1-c1cc(C=O)ccc1OC(F)(F)F)NC(=O)C2(C)C. (4) Given the product Nc1cccc(N2CCCCC2)n1, predict the reactants needed to synthesize it. The reactants are: C1CCNCC1.Nc1cccc(F)n1. (5) Given the product O=S(=O)(c1cc(Cl)cc(Cl)c1)N(Cc1ccc(F)cc1)Cc1ccc(CN(Cc2ccc(F)cc2)S(=O)(=O)c2cc(Cl)cc(Cl)c2O)cc1, predict the reactants needed to synthesize it. The reactants are: O=S(=O)(Cl)c1cc(Cl)cc(Cl)c1.O=S(=O)(c1cc(Cl)cc(Cl)c1O)N(Cc1ccc(F)cc1)Cc1ccc(CNCc2ccc(F)cc2)cc1. (6) Given the product CN(N)C(=O)NC1(N=NC(C)(C)C)CCCCC1, predict the reactants needed to synthesize it. The reactants are: CC(C)(C)N=NC1(N=C=O)CCCCC1.CNN.